This data is from Aqueous solubility values for 9,982 compounds from the AqSolDB database. The task is: Regression/Classification. Given a drug SMILES string, predict its absorption, distribution, metabolism, or excretion properties. Task type varies by dataset: regression for continuous measurements (e.g., permeability, clearance, half-life) or binary classification for categorical outcomes (e.g., BBB penetration, CYP inhibition). For this dataset (solubility_aqsoldb), we predict Y. (1) The molecule is CC(C)CO[N+](=O)[O-]. The Y is -1.95 log mol/L. (2) The drug is N[C@@H](C(=O)N[C@@H]1C(=O)N2C(C(=O)O)=C(Cl)CS[C@H]12)c1ccccc1. The Y is -1.57 log mol/L. (3) The drug is [In+3].[In+3].[O-2].[O-2].[O-2]. The Y is -5.44 log mol/L. (4) The compound is N#CCCl. The Y is -0.0920 log mol/L. (5) The drug is CCOC(=O)Cc1sc(NS(=O)(=O)c2ccc(N)cc2)nc1C. The Y is -2.88 log mol/L.